From a dataset of Catalyst prediction with 721,799 reactions and 888 catalyst types from USPTO. Predict which catalyst facilitates the given reaction. (1) Reactant: [F:1][C:2]1[C:7]([CH3:8])=[CH:6][CH:5]=[CH:4][C:3]=1[CH2:9][CH2:10][CH2:11][OH:12].C1C=C[NH+]=CC=1.[O-][Cr](Cl)(=O)=O. Product: [F:1][C:2]1[C:7]([CH3:8])=[CH:6][CH:5]=[CH:4][C:3]=1[CH2:9][CH2:10][CH:11]=[O:12]. The catalyst class is: 2. (2) Reactant: [H-].[Na+].Br[CH2:4][CH:5]1[CH2:7][CH2:6]1.[S:8]1[CH2:13][CH2:12][CH2:11][S:10][CH:9]1[C:14]([O:16][CH2:17][CH3:18])=[O:15]. Product: [CH:7]1([CH2:6][C:9]2([C:14]([O:16][CH2:17][CH3:18])=[O:15])[S:8][CH2:13][CH2:12][CH2:11][S:10]2)[CH2:5][CH2:4]1. The catalyst class is: 588. (3) Reactant: [NH:1]([C:8]([NH:10][C:11]1[CH:12]=[CH:13][C:14]([O:20][CH:21]([C:28]2[CH:33]=[CH:32][CH:31]=[CH:30][CH:29]=2)[C:22]2[CH:27]=[CH:26][CH:25]=[CH:24][CH:23]=2)=[C:15]([CH:19]=1)[C:16](O)=[O:17])=[O:9])[C:2]1[CH:7]=[CH:6][CH:5]=[CH:4][CH:3]=1.[C:34]([NH2:38])([CH3:37])([CH3:36])[CH3:35].ON1C2C=CC=CC=2N=N1.Cl.C(N=C=NCCCN(C)C)C. Product: [NH:1]([C:8]([NH:10][C:11]1[CH:12]=[CH:13][C:14]([O:20][CH:21]([C:22]2[CH:23]=[CH:24][CH:25]=[CH:26][CH:27]=2)[C:28]2[CH:29]=[CH:30][CH:31]=[CH:32][CH:33]=2)=[C:15]([CH:19]=1)[C:16]([NH:38][C:34]([CH3:37])([CH3:36])[CH3:35])=[O:17])=[O:9])[C:2]1[CH:7]=[CH:6][CH:5]=[CH:4][CH:3]=1. The catalyst class is: 18. (4) Reactant: [CH3:1][C:2]([O:5][C:6]([NH:8][C:9]([CH3:14])([C:11]([OH:13])=O)[CH3:10])=[O:7])([CH3:4])[CH3:3].CN(C(ON1N=NC2C=CC=NC1=2)=[N+](C)C)C.F[P-](F)(F)(F)(F)F.CCN(C(C)C)C(C)C.Cl.[CH3:49][CH:50]([O:52][C:53]1[CH:60]=[CH:59][C:58]([C:61]2[O:65][N:64]=[C:63]([C:66]3[CH:76]=[CH:75][C:69]4[CH2:70][CH2:71][NH:72][CH2:73][CH2:74][C:68]=4[CH:67]=3)[N:62]=2)=[CH:57][C:54]=1[C:55]#[N:56])[CH3:51]. Product: [C:55]([C:54]1[CH:57]=[C:58]([C:61]2[O:65][N:64]=[C:63]([C:66]3[CH:76]=[CH:75][C:69]4[CH2:70][CH2:71][N:72]([C:11](=[O:13])[C:9]([NH:8][C:6](=[O:7])[O:5][C:2]([CH3:1])([CH3:3])[CH3:4])([CH3:10])[CH3:14])[CH2:73][CH2:74][C:68]=4[CH:67]=3)[N:62]=2)[CH:59]=[CH:60][C:53]=1[O:52][CH:50]([CH3:51])[CH3:49])#[N:56]. The catalyst class is: 85. (5) Reactant: [NH:1]1[CH2:4][CH:3]([C:5]([O:7]C(C)(C)C)=[O:6])[CH2:2]1.[NH:12]1[CH2:15][CH:14]([C:16](O)=O)[CH2:13]1.C1N=CN(C(N2C=NC=C2)=O)C=1.NO. Product: [NH:1]1[CH2:4][CH:3]([C:5]([OH:7])=[O:6])[CH2:2]1.[CH:5]([C:3]1[CH:2]=[CH:16][C:14]([C:13]#[N:12])=[CH:15][CH:4]=1)=[O:7]. The catalyst class is: 107. (6) Reactant: [F:1][C:2]1[CH:7]=[CH:6][C:5]([OH:8])=[CH:4][C:3]=1[CH3:9].C(N(CC)CC)C.[CH3:17][S:18](Cl)(=[O:20])=[O:19].CCOC(C)=O. Product: [F:1][C:2]1[CH:7]=[CH:6][C:5]([O:8][S:18]([CH3:17])(=[O:20])=[O:19])=[CH:4][C:3]=1[CH3:9]. The catalyst class is: 2.